Task: Regression. Given a peptide amino acid sequence and an MHC pseudo amino acid sequence, predict their binding affinity value. This is MHC class I binding data.. Dataset: Peptide-MHC class I binding affinity with 185,985 pairs from IEDB/IMGT The MHC is H-2-Kd with pseudo-sequence H-2-Kd. The peptide sequence is EYLTAETL. The binding affinity (normalized) is 0.681.